This data is from Catalyst prediction with 721,799 reactions and 888 catalyst types from USPTO. The task is: Predict which catalyst facilitates the given reaction. (1) Reactant: O[CH2:2][CH2:3][O:4][C@H:5]1[CH2:10][CH2:9][C@H:8]([N:11]2[C:16](=[O:17])[C:15]([CH2:18][C:19]3[CH:24]=[CH:23][C:22]([C:25]4[C:26]([C:31]#[N:32])=[CH:27][CH:28]=[CH:29][CH:30]=4)=[CH:21][CH:20]=3)=[C:14]([CH2:33][CH2:34][CH3:35])[N:13]3[N:36]=[CH:37][N:38]=[C:12]23)[CH2:7][CH2:6]1.C1(C)C=C[C:42]([S:45](Cl)(=O)=O)=CC=1.C(N(CC)CC)C. Product: [CH3:42][S:45][CH2:2][CH2:3][O:4][C@H:5]1[CH2:10][CH2:9][C@H:8]([N:11]2[C:16](=[O:17])[C:15]([CH2:18][C:19]3[CH:24]=[CH:23][C:22]([C:25]4[C:26]([C:31]#[N:32])=[CH:27][CH:28]=[CH:29][CH:30]=4)=[CH:21][CH:20]=3)=[C:14]([CH2:33][CH2:34][CH3:35])[N:13]3[N:36]=[CH:37][N:38]=[C:12]23)[CH2:7][CH2:6]1. The catalyst class is: 594. (2) The catalyst class is: 11. Reactant: [Cl:1][C:2]1[CH:7]=[CH:6][C:5]([NH:8][CH2:9][CH2:10][NH:11][CH2:12][CH2:13][CH:14]=[C:15]2[C:21]3=[CH:22][CH:23]=[CH:24][NH:25][C:20]3=[CH:19][O:18][C:17]3[CH:26]=[CH:27][C:28]([C:30]([OH:33])([CH3:32])[CH3:31])=[CH:29][C:16]2=3)=[CH:4][CH:3]=1.[CH2:34]([N:36](CC)CC)C.Br[CH:42](CBr)[C:43]#N. Product: [Cl:1][C:2]1[CH:7]=[CH:6][C:5]([N:8]2[CH2:43][CH2:42][N:11]([CH2:12][CH2:13][CH:14]=[C:15]3[C:21]4[CH:22]=[CH:23][CH:24]=[N:25][C:20]=4[CH2:19][O:18][C:17]4[CH:26]=[CH:27][C:28]([C:30]([OH:33])([CH3:31])[CH3:32])=[CH:29][C:16]3=4)[CH2:10][CH:9]2[C:34]#[N:36])=[CH:4][CH:3]=1. (3) Reactant: [Cl:1][C:2]1[C:3]([NH:24][C:25]2[CH:30]=[CH:29][CH:28]=[CH:27][C:26]=2[CH3:31])=[C:4]([C:9]([N:11]2[CH2:16][CH2:15][CH:14]([C:17]3[CH:22]=[CH:21][C:20]([F:23])=[CH:19][CH:18]=3)[CH2:13][CH2:12]2)=[O:10])[CH:5]=[N:6][C:7]=1Cl.[CH2:32]([S-:34])[CH3:33].[Na+].O. Product: [Cl:1][C:2]1[C:3]([NH:24][C:25]2[CH:30]=[CH:29][CH:28]=[CH:27][C:26]=2[CH3:31])=[C:4]([C:9]([N:11]2[CH2:12][CH2:13][CH:14]([C:17]3[CH:22]=[CH:21][C:20]([F:23])=[CH:19][CH:18]=3)[CH2:15][CH2:16]2)=[O:10])[CH:5]=[N:6][C:7]=1[S:34][CH2:32][CH3:33]. The catalyst class is: 3. (4) Reactant: [NH2:1][C@H:2]([CH:21]([CH3:23])[CH3:22])[C:3]([N:5]1[CH2:10][CH2:9][C@@:8]([C:12]2[CH:17]=[CH:16][C:15]([Cl:18])=[CH:14][CH:13]=2)([OH:11])[C:7]([CH3:20])([CH3:19])[CH2:6]1)=[O:4].[S:24]([C:28]1[CH:29]=[C:30]([CH:34]=[CH:35][CH:36]=1)[C:31](O)=[O:32])(=[O:27])(=[O:26])[NH2:25].C1C=CC2N(O)N=NC=2C=1.C(Cl)CCl.C(N(CC)CC)C. Product: [Cl:18][C:15]1[CH:14]=[CH:13][C:12]([C@@:8]2([OH:11])[CH2:9][CH2:10][N:5]([C:3](=[O:4])[C@H:2]([NH:1][C:31](=[O:32])[C:30]3[CH:34]=[CH:35][CH:36]=[C:28]([S:24](=[O:27])(=[O:26])[NH2:25])[CH:29]=3)[CH:21]([CH3:23])[CH3:22])[CH2:6][C:7]2([CH3:19])[CH3:20])=[CH:17][CH:16]=1. The catalyst class is: 2. (5) Reactant: [CH2:1]([C:4]1[C:9]([OH:10])=[CH:8][CH:7]=[CH:6][C:5]=1[NH:11][C:12](=[O:14])[CH3:13])[CH:2]=[CH2:3].[CH2:15](C1C=CC(NC(=O)C)=CC=1O)C=C.C(=O)([O-])[O-].[K+].[K+].CI. Product: [CH2:1]([C:4]1[C:9]([O:10][CH3:15])=[CH:8][CH:7]=[CH:6][C:5]=1[NH:11][C:12](=[O:14])[CH3:13])[CH:2]=[CH2:3]. The catalyst class is: 288. (6) Reactant: [F:1][C:2]([F:20])([F:19])[C:3]1[CH:8]=[CH:7][C:6]([C@@H:9]2[C:18]3[C:13](=[CH:14][CH:15]=[CH:16][CH:17]=3)[CH2:12][CH2:11][NH:10]2)=[CH:5][CH:4]=1.[F:21][C:22]([F:38])([F:37])[CH2:23][NH:24][C:25](=O)[O:26]C1C=CC([N+]([O-])=O)=CC=1. Product: [F:21][C:22]([F:38])([F:37])[CH2:23][NH:24][C:25]([N:10]1[CH2:11][CH2:12][C:13]2[C:18](=[CH:17][CH:16]=[CH:15][CH:14]=2)[C@H:9]1[C:6]1[CH:5]=[CH:4][C:3]([C:2]([F:1])([F:19])[F:20])=[CH:8][CH:7]=1)=[O:26]. The catalyst class is: 23. (7) Reactant: P(C(C)(C)C)(C(C)(C)C)C(C)(C)C.Br[C:15]1[CH:22]=[CH:21][C:18]([CH:19]=[O:20])=[CH:17][CH:16]=1.[CH:23]1[C:35]2[NH:34][C:33]3[C:28](=[CH:29][CH:30]=[CH:31][CH:32]=3)[C:27]=2[CH:26]=[CH:25][CH:24]=1.C([O-])([O-])=O.[K+].[K+]. Product: [CH:32]1[C:33]2[N:34]([C:15]3[CH:22]=[CH:21][C:18]([CH:19]=[O:20])=[CH:17][CH:16]=3)[C:35]3[C:27](=[CH:26][CH:25]=[CH:24][CH:23]=3)[C:28]=2[CH:29]=[CH:30][CH:31]=1. The catalyst class is: 318. (8) Reactant: [CH3:1][O:2][C:3]([C:5]1[CH:10]=[C:9]([O:11][C:12]2[CH:17]=[CH:16][C:15]([Cl:18])=[CH:14][C:13]=2[Cl:19])[N:8]=[C:7](Cl)[N:6]=1)=[O:4].[CH2:21]([O:23][C:24]1[CH:25]=[C:26]([CH:35]=[CH:36][C:37]=1[O:38][CH3:39])[CH2:27][N:28]1[CH2:33][CH2:32][CH:31]([NH2:34])[CH2:30][CH2:29]1)[CH3:22]. Product: [CH3:1][O:2][C:3]([C:5]1[CH:10]=[C:9]([O:11][C:12]2[CH:17]=[CH:16][C:15]([Cl:18])=[CH:14][C:13]=2[Cl:19])[N:8]=[C:7]([NH:34][CH:31]2[CH2:32][CH2:33][N:28]([CH2:27][C:26]3[CH:35]=[CH:36][C:37]([O:38][CH3:39])=[C:24]([O:23][CH2:21][CH3:22])[CH:25]=3)[CH2:29][CH2:30]2)[N:6]=1)=[O:4]. The catalyst class is: 44. (9) Reactant: [C:1]([O:5][C:6]([N:8]1[C@H:17]([C:18]([OH:20])=O)[CH2:16][C:15]2[C:10](=[CH:11][C:12]([OH:21])=[CH:13][CH:14]=2)[CH2:9]1)=[O:7])([CH3:4])([CH3:3])[CH3:2].C(Cl)CCl.C1C=NC2N(O)N=NC=2C=1.[C@H:36]1([NH2:46])[C:45]2[C:40](=[CH:41][CH:42]=[CH:43][CH:44]=2)[CH2:39][CH2:38][CH2:37]1.CN1CCOCC1.C([O-])(O)=O.[Na+]. Product: [OH:21][C:12]1[CH:11]=[C:10]2[C:15]([CH2:16][C@@H:17]([C:18](=[O:20])[NH:46][C@H:36]3[C:45]4[C:40](=[CH:41][CH:42]=[CH:43][CH:44]=4)[CH2:39][CH2:38][CH2:37]3)[N:8]([C:6]([O:5][C:1]([CH3:3])([CH3:2])[CH3:4])=[O:7])[CH2:9]2)=[CH:14][CH:13]=1. The catalyst class is: 31. (10) Reactant: Br[CH2:2][C:3]1[CH:12]=[CH:11][C:6]([C:7]([O:9][CH3:10])=[O:8])=[CH:5][C:4]=1[O:13][CH3:14].[F:15][C:16]1[CH:21]=[CH:20][C:19]([CH2:22][NH2:23])=[CH:18][CH:17]=1.C(N(CC)CC)C. Product: [F:15][C:16]1[CH:21]=[CH:20][C:19]([CH2:22][NH:23][CH2:2][C:3]2[CH:12]=[CH:11][C:6]([C:7]([O:9][CH3:10])=[O:8])=[CH:5][C:4]=2[O:13][CH3:14])=[CH:18][CH:17]=1. The catalyst class is: 1.